This data is from Full USPTO retrosynthesis dataset with 1.9M reactions from patents (1976-2016). The task is: Predict the reactants needed to synthesize the given product. (1) Given the product [Br:1][C:2]1[CH:3]=[C:4]([CH3:16])[C:5]([C:8]2[CH2:13][CH2:12][CH:11]([N:14]([CH3:15])[C:22](=[O:27])[C:23]([F:24])([F:25])[F:26])[CH2:10][CH:9]=2)=[N:6][CH:7]=1, predict the reactants needed to synthesize it. The reactants are: [Br:1][C:2]1[CH:3]=[C:4]([CH3:16])[C:5]([C:8]2[CH2:13][CH2:12][CH:11]([NH:14][CH3:15])[CH2:10][CH:9]=2)=[N:6][CH:7]=1.[F:24][C:23]([F:26])([F:25])[C:22](O[C:22](=[O:27])[C:23]([F:26])([F:25])[F:24])=[O:27].O.C(N(CC)CC)C. (2) Given the product [CH2:1]([O:8][C:9]([C:10]1[C:19]2[C:14](=[CH:15][CH:16]=[C:17]([CH2:20][NH:21][C:22]([O:24][C:25]([CH3:28])([CH3:27])[CH3:26])=[O:23])[CH:18]=2)[NH:13][C:11]=1[CH3:12])=[O:30])[C:2]1[CH:7]=[CH:6][CH:5]=[CH:4][CH:3]=1, predict the reactants needed to synthesize it. The reactants are: [CH2:1]([O:8][C:9](=[O:30])/[CH:10]=[C:11](/[NH:13][C:14]1[CH:19]=[CH:18][C:17]([CH2:20][NH:21][C:22]([O:24][C:25]([CH3:28])([CH3:27])[CH3:26])=[O:23])=[CH:16][C:15]=1I)\[CH3:12])[C:2]1[CH:7]=[CH:6][CH:5]=[CH:4][CH:3]=1.C(N(CCC)CCC)CC. (3) Given the product [CH2:4]([C@@:7]1([CH3:34])[CH2:12][C@H:11]([C:13]2[CH:18]=[CH:17][CH:16]=[C:15]([Cl:19])[CH:14]=2)[C@@H:10]([C:20]2[CH:21]=[CH:22][C:23]([Cl:26])=[CH:24][CH:25]=2)[N:9]([CH:27]([CH:30]([CH3:31])[CH3:32])[C@@H:28]([OH:29])[CH3:1])[C:8]1=[O:33])[CH:5]=[CH2:6], predict the reactants needed to synthesize it. The reactants are: [CH3:1][Mg]Br.[CH2:4]([C@@:7]1([CH3:34])[CH2:12][C@H:11]([C:13]2[CH:18]=[CH:17][CH:16]=[C:15]([Cl:19])[CH:14]=2)[C@@H:10]([C:20]2[CH:25]=[CH:24][C:23]([Cl:26])=[CH:22][CH:21]=2)[N:9]([C@@H:27]([CH:30]([CH3:32])[CH3:31])[CH:28]=[O:29])[C:8]1=[O:33])[CH:5]=[CH2:6].